From a dataset of Full USPTO retrosynthesis dataset with 1.9M reactions from patents (1976-2016). Predict the reactants needed to synthesize the given product. (1) Given the product [N:14]1([C:12]([C:11]2[CH:10]=[CH:9][C:4]([C:5]([O:7][CH3:8])=[O:6])=[CH:3][C:2]=2[C:24]#[C:23][Si:20]([CH3:22])([CH3:21])[CH3:19])=[O:13])[CH2:18][CH2:17][CH2:16][CH2:15]1, predict the reactants needed to synthesize it. The reactants are: Br[C:2]1[CH:3]=[C:4]([CH:9]=[CH:10][C:11]=1[C:12]([N:14]1[CH2:18][CH2:17][CH2:16][CH2:15]1)=[O:13])[C:5]([O:7][CH3:8])=[O:6].[CH3:19][Si:20]([C:23]#[CH:24])([CH3:22])[CH3:21]. (2) Given the product [OH:27][C@H:22]1[CH2:23][CH2:24][CH2:25][CH2:26][C@@H:21]1[NH:20][C:19]([C:9]1[C:7]2=[N:8][CH:3]=[CH:4][CH:5]=[C:6]2[N:11]([CH2:12][C:31]2[N:32]=[C:33]([CH3:36])[S:34][CH:35]=2)[CH:10]=1)=[O:28], predict the reactants needed to synthesize it. The reactants are: C([C:3]1[N:8]=[C:7]2[C:9]([C:19](=[O:28])[NH:20][C@H:21]3[CH2:26][CH2:25][CH2:24][CH2:23][C@@H:22]3[OH:27])=[CH:10][N:11]([C:12](OC(C)(C)C)=O)[C:6]2=[CH:5][CH:4]=1)#N.ClC[C:31]1[N:32]=[C:33]([CH3:36])[S:34][CH:35]=1.C(=O)([O-])[O-].[Cs+].[Cs+].CN(C=O)C. (3) Given the product [CH2:27]([O:26][C:23]1[CH:22]=[CH:21][C:20]([S:17]([NH:16][CH:8]([C:9]2[CH:14]=[CH:13][C:12]([OH:15])=[CH:11][CH:10]=2)[C:7]([NH:6][OH:5])=[O:31])(=[O:19])=[O:18])=[CH:25][CH:24]=1)[C:28]#[C:29][CH3:30], predict the reactants needed to synthesize it. The reactants are: C([O:5][NH:6][C:7](=[O:31])[CH:8]([NH:16][S:17]([C:20]1[CH:25]=[CH:24][C:23]([O:26][CH2:27][C:28]#[C:29][CH3:30])=[CH:22][CH:21]=1)(=[O:19])=[O:18])[C:9]1[CH:14]=[CH:13][C:12]([OH:15])=[CH:11][CH:10]=1)(C)(C)C.